This data is from Catalyst prediction with 721,799 reactions and 888 catalyst types from USPTO. The task is: Predict which catalyst facilitates the given reaction. (1) Reactant: [OH:1][CH2:2][C:3]1([CH2:6][C:7]([O:9][CH3:10])=[O:8])[CH2:5][CH2:4]1.C(N(CC)CC)C.[CH3:18][S:19](Cl)(=[O:21])=[O:20]. Product: [CH3:10][O:9][C:7](=[O:8])[CH2:6][C:3]1([CH2:2][O:1][S:19]([CH3:18])(=[O:21])=[O:20])[CH2:5][CH2:4]1. The catalyst class is: 2. (2) Reactant: CO.[H-].[Na+].[CH3:5][C:6]1[CH:26]=[C:25]([C:27]2[C:31]([CH:32]=[O:33])=[C:30](Cl)[N:29]([CH3:35])[N:28]=2)[CH:24]=[CH:23][C:7]=1[O:8][CH2:9][C:10]1[CH:15]=[CH:14][CH:13]=[CH:12][C:11]=1[N:16]1[C:20](=[O:21])[N:19]([CH3:22])[N:18]=[N:17]1.[O:36]1CCC[CH2:37]1. Product: [CH3:5][C:6]1[CH:26]=[C:25]([C:27]2[C:31]([CH:32]=[O:33])=[C:30]([O:36][CH3:37])[N:29]([CH3:35])[N:28]=2)[CH:24]=[CH:23][C:7]=1[O:8][CH2:9][C:10]1[CH:15]=[CH:14][CH:13]=[CH:12][C:11]=1[N:16]1[C:20](=[O:21])[N:19]([CH3:22])[N:18]=[N:17]1. The catalyst class is: 6. (3) Reactant: [CH3:1][C:2]1([CH3:24])[CH2:11][CH2:10][C:9]2[C:4](=[CH:5][CH:6]=[C:7]([S:12]([NH:15][CH2:16][C:17]([O:19][C:20]([CH3:23])([CH3:22])[CH3:21])=[O:18])(=[O:14])=[O:13])[CH:8]=2)[O:3]1.CCN(P1(N(C)CCCN1C)=NC(C)(C)C)CC.[Br:43][C:44]1[CH:49]=[CH:48][C:47]([CH2:50]Br)=[CH:46][CH:45]=1. Product: [Br:43][C:44]1[CH:49]=[CH:48][C:47]([CH2:50][N:15]([CH2:16][C:17]([O:19][C:20]([CH3:23])([CH3:22])[CH3:21])=[O:18])[S:12]([C:7]2[CH:8]=[C:9]3[C:4](=[CH:5][CH:6]=2)[O:3][C:2]([CH3:24])([CH3:1])[CH2:11][CH2:10]3)(=[O:14])=[O:13])=[CH:46][CH:45]=1. The catalyst class is: 23. (4) Reactant: [OH:1][CH2:2][C:3]1[CH:4]=[C:5]([CH:9]([NH:11][C:12](=[O:18])[O:13][C:14]([CH3:17])([CH3:16])[CH3:15])[CH3:10])[CH:6]=[CH:7][CH:8]=1. Product: [CH:2]([C:3]1[CH:4]=[C:5]([CH:9]([NH:11][C:12](=[O:18])[O:13][C:14]([CH3:17])([CH3:16])[CH3:15])[CH3:10])[CH:6]=[CH:7][CH:8]=1)=[O:1]. The catalyst class is: 177. (5) Reactant: [CH3:1][N:2]1[CH:6]=[C:5]([N+:7]([O-:9])=[O:8])[CH:4]=[N:3]1.C[Si](C)(C)[N-][Si](C)(C)C.[Li+].[Cl:20]C(Cl)(Cl)C(Cl)(Cl)Cl. Product: [Cl:20][C:6]1[N:2]([CH3:1])[N:3]=[CH:4][C:5]=1[N+:7]([O-:9])=[O:8]. The catalyst class is: 1.